The task is: Predict which catalyst facilitates the given reaction.. This data is from Catalyst prediction with 721,799 reactions and 888 catalyst types from USPTO. Reactant: C(=O)([O-])[O-].[Cs+].[Cs+].[OH:7][C:8]1[CH:17]=[C:16]2[C:11]([CH:12]=[CH:13][N:14]=[CH:15]2)=[CH:10][CH:9]=1.Br[CH:19]([CH2:25][CH2:26][CH3:27])[C:20]([O:22][CH2:23][CH3:24])=[O:21]. Product: [CH:15]1[C:16]2[C:11](=[CH:10][CH:9]=[C:8]([O:7][CH:19]([CH2:25][CH2:26][CH3:27])[C:20]([O:22][CH2:23][CH3:24])=[O:21])[CH:17]=2)[CH:12]=[CH:13][N:14]=1. The catalyst class is: 10.